Dataset: Forward reaction prediction with 1.9M reactions from USPTO patents (1976-2016). Task: Predict the product of the given reaction. (1) Given the reactants [CH2:1]([O:5][CH2:6][CH2:7][O:8][C:9]1[CH:14]=[CH:13][C:12]([C:15]2[CH:16]=[CH:17][C:18]3[N:24](C(=O)C(F)(F)F)[CH2:23][CH2:22][C:21]([C:31]([NH:33][C:34]4[CH:39]=[CH:38][C:37]([CH:40]([OH:52])[C:41]5[C:46]([O:47][CH2:48][CH2:49][CH3:50])=[CH:45][CH:44]=[CH:43][N+:42]=5[O-:51])=[CH:36][CH:35]=4)=[O:32])=[CH:20][C:19]=3[CH:53]=2)=[CH:11][CH:10]=1)[CH2:2][CH2:3][CH3:4].[BH4-].[Na+].O, predict the reaction product. The product is: [CH2:1]([O:5][CH2:6][CH2:7][O:8][C:9]1[CH:10]=[CH:11][C:12]([C:15]2[CH:16]=[CH:17][C:18]3[NH:24][CH2:23][CH2:22][C:21]([C:31]([NH:33][C:34]4[CH:39]=[CH:38][C:37]([CH:40]([OH:52])[C:41]5[C:46]([O:47][CH2:48][CH2:49][CH3:50])=[CH:45][CH:44]=[CH:43][N+:42]=5[O-:51])=[CH:36][CH:35]=4)=[O:32])=[CH:20][C:19]=3[CH:53]=2)=[CH:13][CH:14]=1)[CH2:2][CH2:3][CH3:4]. (2) Given the reactants [N+:1]([C:4]1[CH:9]=[CH:8][C:7]([OH:10])=[CH:6][CH:5]=1)([O-])=O.Br[CH2:12][C:13]([O:15][C:16]([CH3:19])([CH3:18])[CH3:17])=[O:14].C([O-])([O-])=O.[K+].[K+], predict the reaction product. The product is: [C:16]([O:15][C:13](=[O:14])[CH2:12][O:10][C:7]1[CH:8]=[CH:9][C:4]([NH2:1])=[CH:5][CH:6]=1)([CH3:19])([CH3:18])[CH3:17]. (3) Given the reactants Br[C:2]1[CH:10]=[CH:9][CH:8]=[C:7]2[C:3]=1[C:4]1([C:26]3[CH:27]=[C:28]([F:32])[C:29]([F:31])=[CH:30][C:25]=3[O:24][CH2:23]1)[C:5](=[O:22])[N:6]2[CH2:11][C:12]([NH:14][C:15]1[CH:20]=[CH:19][CH:18]=[CH:17][C:16]=1[F:21])=[O:13].[N:33]1[CH:38]=[C:37](B(O)O)[CH:36]=[N:35][CH:34]=1.C(=O)([O-])[O-].[Na+].[Na+], predict the reaction product. The product is: [F:32][C:28]1[C:29]([F:31])=[CH:30][C:25]2[O:24][CH2:23][C:4]3([C:3]4[C:7](=[CH:8][CH:9]=[CH:10][C:2]=4[C:37]4[CH:38]=[N:33][CH:34]=[N:35][CH:36]=4)[N:6]([CH2:11][C:12]([NH:14][C:15]4[CH:20]=[CH:19][CH:18]=[CH:17][C:16]=4[F:21])=[O:13])[C:5]3=[O:22])[C:26]=2[CH:27]=1. (4) Given the reactants [O:1]=[C:2]1[C:10](=O)[C:9]2[C:4](=[CH:5][CH:6]=[CH:7][CH:8]=2)[N:3]1[CH2:12][C:13]([NH2:15])=[O:14].O.Cl, predict the reaction product. The product is: [O:1]=[C:2]1[CH2:10][C:9]2[C:4](=[CH:5][CH:6]=[CH:7][CH:8]=2)[N:3]1[CH2:12][C:13]([NH2:15])=[O:14]. (5) Given the reactants [NH2:1][C@@H:2]([CH2:7][CH2:8][CH2:9][NH:10][C:11]([NH:13][S:14]([C:17]1[CH:22]=[CH:21][C:20]([CH3:23])=[CH:19][CH:18]=1)(=[O:16])=[O:15])=[NH:12])[C:3]([O:5][CH3:6])=[O:4].[C:24]1([CH:30]([C:41]2[CH:46]=[CH:45][CH:44]=[CH:43][CH:42]=2)[N:31]2[CH:36]=[CH:35][CH:34]=[C:33]([C:37](O)=[O:38])[C:32]2=[O:40])[CH:29]=[CH:28][CH:27]=[CH:26][CH:25]=1.CN(C(ON1N=NC2C=CC=CC1=2)=[N+](C)C)C.F[P-](F)(F)(F)(F)F.CCN(C(C)C)C(C)C, predict the reaction product. The product is: [C:41]1([CH:30]([C:24]2[CH:25]=[CH:26][CH:27]=[CH:28][CH:29]=2)[N:31]2[CH:36]=[CH:35][CH:34]=[C:33]([C:37]([NH:1][C@@H:2]([CH2:7][CH2:8][CH2:9][NH:10][C:11]([NH:13][S:14]([C:17]3[CH:22]=[CH:21][C:20]([CH3:23])=[CH:19][CH:18]=3)(=[O:16])=[O:15])=[NH:12])[C:3]([O:5][CH3:6])=[O:4])=[O:38])[C:32]2=[O:40])[CH:42]=[CH:43][CH:44]=[CH:45][CH:46]=1. (6) Given the reactants [CH2:1]([O:10][C:11]1[CH:19]=[CH:18][C:14]([C:15]([OH:17])=[O:16])=[CH:13][CH:12]=1)[CH2:2][CH2:3][CH2:4][CH2:5][CH2:6][CH2:7][CH2:8][CH3:9].C(Cl)(=O)C(Cl)=O.O[C:27]1[CH:62]=[CH:61][C:30]([CH2:31][N:32]([CH2:53][C:54]([O:56]C(C)(C)C)=[O:55])[C:33](=[O:52])[C:34]2[CH:39]=[CH:38][C:37]([NH:40][C:41](=[O:51])[CH2:42][C:43]3[CH:48]=[CH:47][C:46]([O:49][CH3:50])=[CH:45][CH:44]=3)=[CH:36][CH:35]=2)=[CH:29][CH:28]=1.C(O)(C(F)(F)F)=O, predict the reaction product. The product is: [CH3:50][O:49][C:46]1[CH:45]=[CH:44][C:43]([CH2:42][C:41]([NH:40][C:37]2[CH:36]=[CH:35][C:34]([C:33]([N:32]([CH2:53][C:54]([OH:56])=[O:55])[CH2:31][C:30]3[CH:29]=[CH:28][C:27]([O:16][C:15](=[O:17])[C:14]4[CH:13]=[CH:12][C:11]([O:10][CH2:1][CH2:2][CH2:3][CH2:4][CH2:5][CH2:6][CH2:7][CH2:8][CH3:9])=[CH:19][CH:18]=4)=[CH:62][CH:61]=3)=[O:52])=[CH:39][CH:38]=2)=[O:51])=[CH:48][CH:47]=1. (7) Given the reactants [Br:1][C:2]1[N:10]([CH2:11][C:12]2[CH:17]=[CH:16][CH:15]=[CH:14][C:13]=2[Cl:18])[C:9]2[C:8](=[O:19])[NH:7][C:6](=[O:20])[N:5]([CH3:21])[C:4]=2[N:3]=1.CN(C)C=O.Br[CH2:28][CH2:29][C:30]1[CH:35]=[CH:34][CH:33]=[CH:32][CH:31]=1.C(=O)([O-])[O-].[K+].[K+], predict the reaction product. The product is: [Br:1][C:2]1[N:10]([CH2:11][C:12]2[CH:17]=[CH:16][CH:15]=[CH:14][C:13]=2[Cl:18])[C:9]2[C:8](=[O:19])[N:7]([CH2:28][CH2:29][C:30]3[CH:35]=[CH:34][CH:33]=[CH:32][CH:31]=3)[C:6](=[O:20])[N:5]([CH3:21])[C:4]=2[N:3]=1. (8) Given the reactants C[O:2][C:3](=[O:31])[CH2:4][CH2:5][C:6]12[CH2:13][C:10]([C:14]3[NH:22][C:21]4[C:20](=[O:23])[N:19]([CH2:24][CH2:25][CH3:26])[C:18](=[O:27])[N:17]([CH2:28][CH2:29][CH3:30])[C:16]=4[N:15]=3)([CH2:11][CH2:12]1)[CH2:9][CH2:8][CH2:7]2.[OH-].[Na+], predict the reaction product. The product is: [O:27]=[C:18]1[N:17]([CH2:28][CH2:29][CH3:30])[C:16]2[N:15]=[C:14]([C:10]34[CH2:13][C:6]([CH2:5][CH2:4][C:3]([OH:31])=[O:2])([CH2:12][CH2:11]3)[CH2:7][CH2:8][CH2:9]4)[NH:22][C:21]=2[C:20](=[O:23])[N:19]1[CH2:24][CH2:25][CH3:26]. (9) Given the reactants [CH3:1][O:2][C:3]1[N:8]=[N:7][C:6]([NH2:9])=[CH:5][CH:4]=1.C[Si]([N-][Si](C)(C)C)(C)C.[Na+].Cl[C:21]1[N:26]=[C:25]([N:27]2[CH2:32][CH2:31][O:30][CH2:29][CH2:28]2)[N:24]=[C:23]([N:33]2[C:37]3[CH:38]=[CH:39][CH:40]=[C:41]([O:42][CH3:43])[C:36]=3[N:35]=[C:34]2[CH:44]([F:46])[F:45])[N:22]=1.C(O)(=O)C, predict the reaction product. The product is: [F:46][CH:44]([F:45])[C:34]1[N:33]([C:23]2[N:24]=[C:25]([N:27]3[CH2:32][CH2:31][O:30][CH2:29][CH2:28]3)[N:26]=[C:21]([NH:9][C:6]3[N:7]=[N:8][C:3]([O:2][CH3:1])=[CH:4][CH:5]=3)[N:22]=2)[C:37]2[CH:38]=[CH:39][CH:40]=[C:41]([O:42][CH3:43])[C:36]=2[N:35]=1. (10) Given the reactants [CH3:1][O:2][C:3]1[CH:4]=[C:5]([CH:35]=[CH:36][CH:37]=1)[CH2:6][N:7]1[C:12]([CH3:13])=[CH:11][C:10]([O:14][CH2:15][C:16]2[CH:33]=[CH:32][CH:31]=[CH:30][C:17]=2[CH2:18][N:19]2C(=O)C3C(=CC=CC=3)C2=O)=[CH:9][C:8]1=[O:34].O.NN.C(N(CC)CC)C.[C:48]([C:52]1[CH:56]=[C:55]([NH:57][C:58](=[O:66])OC2C=CC=CC=2)[N:54]([C:67]2[CH:72]=[CH:71][CH:70]=[C:69]([O:73][CH2:74][CH2:75][O:76][CH:77]3[CH2:82][CH2:81][CH2:80][CH2:79][O:78]3)[CH:68]=2)[N:53]=1)([CH3:51])([CH3:50])[CH3:49], predict the reaction product. The product is: [C:48]([C:52]1[CH:56]=[C:55]([NH:57][C:58]([NH:19][CH2:18][C:17]2[CH:30]=[CH:31][CH:32]=[CH:33][C:16]=2[CH2:15][O:14][C:10]2[CH:11]=[C:12]([CH3:13])[N:7]([CH2:6][C:5]3[CH:35]=[CH:36][CH:37]=[C:3]([O:2][CH3:1])[CH:4]=3)[C:8](=[O:34])[CH:9]=2)=[O:66])[N:54]([C:67]2[CH:72]=[CH:71][CH:70]=[C:69]([O:73][CH2:74][CH2:75][O:76][CH:77]3[CH2:82][CH2:81][CH2:80][CH2:79][O:78]3)[CH:68]=2)[N:53]=1)([CH3:49])([CH3:51])[CH3:50].